From a dataset of Forward reaction prediction with 1.9M reactions from USPTO patents (1976-2016). Predict the product of the given reaction. Given the reactants Cl[C:2]1[N:7]=[CH:6][C:5]2[C:8]([CH3:14])([CH3:13])[C:9](=[O:12])[N:10]([CH3:11])[C:4]=2[CH:3]=1.C(=O)([O-])[O-].[K+].[K+].CC1(C)C(C)(C)OB([C:29]2[CH:34]=[CH:33][N:32]=[N:31][CH:30]=2)O1, predict the reaction product. The product is: [CH3:11][N:10]1[C:4]2[CH:3]=[C:2]([C:29]3[CH:34]=[CH:33][N:32]=[N:31][CH:30]=3)[N:7]=[CH:6][C:5]=2[C:8]([CH3:14])([CH3:13])[C:9]1=[O:12].